From a dataset of Reaction yield outcomes from USPTO patents with 853,638 reactions. Predict the reaction yield, written as a fraction of the theoretical maximum amount of product (1.0 means a 100% yield; for example, 0.34 means a 34% yield). (1) The reactants are [CH3:1][C:2]([Si:5](Cl)([CH3:7])[CH3:6])([CH3:4])[CH3:3].N1C=CN=C1.[C:14]([O:18][C:19]([N:21]1[CH2:28][CH:27]2[N:29]([C:30]([O:32][C:33]([CH3:36])([CH3:35])[CH3:34])=[O:31])[CH:23]([CH2:24][C:25]([C:40]3[S:44][C:43]([CH2:45][O:46][CH2:47][CH2:48][OH:49])=[N:42][CH:41]=3)=[C:26]2[C:37]([OH:39])=[O:38])[CH2:22]1)=[O:20])([CH3:17])([CH3:16])[CH3:15].C([O-])([O-])=O.[K+].[K+]. The catalyst is C1COCC1.O.CO. The product is [C:14]([O:18][C:19]([N:21]1[CH2:28][CH:27]2[N:29]([C:30]([O:32][C:33]([CH3:36])([CH3:35])[CH3:34])=[O:31])[CH:23]([CH2:24][C:25]([C:40]3[S:44][C:43]([CH2:45][O:46][CH2:47][CH2:48][O:49][Si:5]([C:2]([CH3:4])([CH3:3])[CH3:1])([CH3:7])[CH3:6])=[N:42][CH:41]=3)=[C:26]2[C:37]([OH:39])=[O:38])[CH2:22]1)=[O:20])([CH3:15])([CH3:16])[CH3:17]. The yield is 1.00. (2) The reactants are [CH2:1]([O:8][C:9]1[C:17]2[N:16]=[C:15]([C:18]([F:21])([F:20])[F:19])[NH:14][C:13]=2[CH:12]=[C:11]([Br:22])[CH:10]=1)[C:2]1[CH:7]=[CH:6][CH:5]=[CH:4][CH:3]=1.[C:23](=O)([O-])[O-].[K+].[K+].CI. The catalyst is CC(C)=O. The product is [CH2:1]([O:8][C:9]1[C:17]2[N:16]=[C:15]([C:18]([F:21])([F:19])[F:20])[N:14]([CH3:23])[C:13]=2[CH:12]=[C:11]([Br:22])[CH:10]=1)[C:2]1[CH:3]=[CH:4][CH:5]=[CH:6][CH:7]=1. The yield is 0.320. (3) The yield is 0.960. The product is [CH3:20][C:19]([O:23][C:24](=[O:27])[CH2:25][N:7]1[C:6]2[CH:8]=[C:9]([C:12]([O:14][CH2:15][CH3:16])=[O:13])[CH:10]=[CH:11][C:5]=2[O:4][CH2:3][C:2]1=[O:1])([CH3:22])[CH3:21]. The catalyst is O1CCCC1.CC#N.O. The reactants are [O:1]=[C:2]1[NH:7][C:6]2[CH:8]=[C:9]([C:12]([O:14][CH2:15][CH3:16])=[O:13])[CH:10]=[CH:11][C:5]=2[O:4][CH2:3]1.[H-].[Na+].[C:19]([O:23][C:24](=[O:27])[CH2:25]Br)([CH3:22])([CH3:21])[CH3:20].FC(F)(F)C(O)=O. (4) The reactants are [F:1][C:2]1[CH:7]=[CH:6][CH:5]=[CH:4][C:3]=1[C:8]1[NH:9][CH:10]=[C:11]([CH:13]=[O:14])[N:12]=1.[H-].[Na+].C1OCCOCCOCCOCCOC1.[CH3:32][C:33]1[S:37][C:36]([S:38](Cl)(=[O:40])=[O:39])=[CH:35][CH:34]=1. The catalyst is O1CCCC1.C(=O)([O-])O.[Na+]. The product is [F:1][C:2]1[CH:7]=[CH:6][CH:5]=[CH:4][C:3]=1[C:8]1[N:9]([S:38]([C:36]2[S:37][C:33]([CH3:32])=[CH:34][CH:35]=2)(=[O:40])=[O:39])[CH:10]=[C:11]([CH:13]=[O:14])[N:12]=1. The yield is 0.970. (5) The reactants are [Br:1][C:2]1[C:19]([C:20]([F:23])([F:22])[F:21])=[CH:18][C:5]2[O:6][CH2:7][C:8](=O)[N:9]([CH:10]([CH3:16])[C:11](OCC)=[O:12])[C:4]=2[CH:3]=1.COC1C=CC(P2(SP(C3C=CC(OC)=CC=3)(=S)S2)=S)=CC=1.O.[NH2:47][NH2:48]. The product is [Br:1][C:2]1[CH:3]=[C:4]2[C:5](=[CH:18][C:19]=1[C:20]([F:23])([F:22])[F:21])[O:6][CH2:7][C:8]1[N:9]2[CH:10]([CH3:16])[C:11](=[O:12])[NH:47][N:48]=1. The yield is 0.180. The catalyst is C1(C)C=CC=CC=1.